From a dataset of Reaction yield outcomes from USPTO patents with 853,638 reactions. Predict the reaction yield, written as a fraction of the theoretical maximum amount of product (1.0 means a 100% yield; for example, 0.34 means a 34% yield). (1) The reactants are Br[C:2]1[C:3]([O:18][CH:19]2[CH2:22][CH2:21][CH2:20]2)=[C:4]2[C:9](=[CH:10][CH:11]=1)[N:8]([C:12]([CH:14]1[CH2:16][CH2:15]1)=[O:13])[C@@H:7]([CH3:17])[CH2:6][CH2:5]2.[B:23]1([B:23]2[O:27][C:26]([CH3:29])([CH3:28])[C:25]([CH3:31])([CH3:30])[O:24]2)[O:27][C:26]([CH3:29])([CH3:28])[C:25]([CH3:31])([CH3:30])[O:24]1.C([O-])(=O)C.[K+].O1CCOCC1. The catalyst is C1C=CC(P(C2C=CC=CC=2)[C-]2C=CC=C2)=CC=1.C1C=CC(P(C2C=CC=CC=2)[C-]2C=CC=C2)=CC=1.Cl[Pd]Cl.[Fe+2].ClCCl.O. The product is [CH:19]1([O:18][C:3]2[C:2]([B:23]3[O:27][C:26]([CH3:29])([CH3:28])[C:25]([CH3:31])([CH3:30])[O:24]3)=[CH:11][CH:10]=[C:9]3[C:4]=2[CH2:5][CH2:6][C@H:7]([CH3:17])[N:8]3[C:12]([CH:14]2[CH2:16][CH2:15]2)=[O:13])[CH2:22][CH2:21][CH2:20]1. The yield is 0.550. (2) The reactants are FC(F)(F)C(O)=O.C(OC([N:15]1[CH2:19][C@H:18]2[N:20]([C:24](=[O:31])[C:25]3[CH:30]=[CH:29][CH:28]=[CH:27][CH:26]=3)[CH2:21][C:22](=[O:23])[C@H:17]2[N:16]1[C:32](=[O:55])[C@@H:33]([NH:38][C:39](=[O:54])[C:40]1[CH:45]=[CH:44][C:43]([NH:46]C(OC(C)(C)C)=O)=[CH:42][CH:41]=1)[CH2:34][CH:35]([CH3:37])[CH3:36])=O)(C)(C)C.C(=O)([O-])O.[Na+]. The catalyst is ClCCl. The product is [NH2:46][C:43]1[CH:42]=[CH:41][C:40]([C:39]([NH:38][CH:33]([C:32]([N:16]2[C@@H:17]3[C:22](=[O:23])[CH2:21][N:20]([C:24](=[O:31])[C:25]4[CH:26]=[CH:27][CH:28]=[CH:29][CH:30]=4)[C@@H:18]3[CH2:19][NH:15]2)=[O:55])[CH2:34][CH:35]([CH3:37])[CH3:36])=[O:54])=[CH:45][CH:44]=1. The yield is 0.160. (3) The reactants are C(OC(=O)[NH:7][CH2:8][C@H:9]1[CH2:14][CH2:13][C@H:12]([CH2:15][NH:16][C:17]2[N:26]=[C:25]([N:27]([CH3:29])[CH3:28])[C:24]3[C:19](=[CH:20][CH:21]=[CH:22][CH:23]=3)[N:18]=2)[CH2:11][CH2:10]1)(C)(C)C.Cl.N1C=CC=CC=1.[F:38][C:39]([F:52])([F:51])[O:40][C:41]1[CH:46]=[CH:45][CH:44]=[CH:43][C:42]=1[S:47](Cl)(=[O:49])=[O:48]. The catalyst is CCOC(C)=O.C(Cl)Cl. The product is [CH3:28][N:27]([CH3:29])[C:25]1[C:24]2[C:19](=[CH:20][CH:21]=[CH:22][CH:23]=2)[N:18]=[C:17]([NH:16][CH2:15][C@H:12]2[CH2:11][CH2:10][C@H:9]([CH2:8][NH:7][S:47]([C:42]3[CH:43]=[CH:44][CH:45]=[CH:46][C:41]=3[O:40][C:39]([F:38])([F:51])[F:52])(=[O:49])=[O:48])[CH2:14][CH2:13]2)[N:26]=1. The yield is 0.360. (4) The reactants are CS(C)=O.CC(C)([O-])C.[K+].[SH:11][C:12]1[NH:13][C:14]2[CH:20]=[CH:19][CH:18]=[CH:17][C:15]=2[N:16]=1.C(O[CH2:25][C:26]1[C:31]([CH3:32])=[C:30]([O:33][CH2:34][CH:35]2[CH2:40][O:39][C:38]([CH3:42])([CH3:41])[O:37][CH2:36]2)[C:29]([CH3:43])=[CH:28][N:27]=1)(=O)C. The catalyst is C1(C)C=CC=CC=1. The product is [CH3:41][C:38]1([CH3:42])[O:39][CH2:40][CH:35]([CH2:34][O:33][C:30]2[C:29]([CH3:43])=[CH:28][N:27]=[C:26]([CH2:25][S:11][C:12]3[NH:16][C:15]4[CH:17]=[CH:18][CH:19]=[CH:20][C:14]=4[N:13]=3)[C:31]=2[CH3:32])[CH2:36][O:37]1. The yield is 0.688.